This data is from Forward reaction prediction with 1.9M reactions from USPTO patents (1976-2016). The task is: Predict the product of the given reaction. (1) Given the reactants [CH3:1][O:2][CH2:3][CH2:4][O:5][C:6]1[CH:7]=[CH:8][C:9]2[O:13][C:12]([C:14](=[O:18])[CH:15]([CH3:17])[CH3:16])=[C:11]([CH3:19])[C:10]=2[CH:20]=1.[BH4-].[Na+], predict the reaction product. The product is: [CH3:1][O:2][CH2:3][CH2:4][O:5][C:6]1[CH:7]=[CH:8][C:9]2[O:13][C:12]([CH:14]([OH:18])[CH:15]([CH3:16])[CH3:17])=[C:11]([CH3:19])[C:10]=2[CH:20]=1. (2) Given the reactants [CH:1]1([NH:7][C:8]2[N:9]([C:17]3[CH:22]=[CH:21][CH:20]=[CH:19][CH:18]=3)[N:10]=[C:11]3[C:16]=2[CH:15]=[CH:14][CH:13]=[CH:12]3)[CH2:6][CH2:5][CH2:4][CH2:3][CH2:2]1.[F:23][C:24]1[CH:29]=[CH:28][CH:27]=[CH:26][C:25]=1[N:30]=[C:31]=[O:32], predict the reaction product. The product is: [CH:1]1([N:7]([C:8]2[N:9]([C:17]3[CH:18]=[CH:19][CH:20]=[CH:21][CH:22]=3)[N:10]=[C:11]3[C:16]=2[CH:15]=[CH:14][CH:13]=[CH:12]3)[C:31]([NH:30][C:25]2[CH:26]=[CH:27][CH:28]=[CH:29][C:24]=2[F:23])=[O:32])[CH2:6][CH2:5][CH2:4][CH2:3][CH2:2]1. (3) Given the reactants [Br:1][C:2]1[CH:7]=[CH:6][C:5]([CH2:8][S:9]([CH:12]=[CH2:13])(=[O:11])=[O:10])=[CH:4][CH:3]=1.[CH3:14][C@H:15]([NH2:18])[CH2:16][CH3:17], predict the reaction product. The product is: [Br:1][C:2]1[CH:3]=[CH:4][C:5]([CH2:8][S:9]([CH2:12][CH2:13][NH:18][C@H:15]([CH2:16][CH3:17])[CH3:14])(=[O:11])=[O:10])=[CH:6][CH:7]=1. (4) The product is: [N:10]1([CH2:6][C:5]2[CH:8]=[CH:9][C:2]([Br:1])=[CH:3][CH:4]=2)[CH2:15][CH2:14][O:13][CH2:12][CH2:11]1. Given the reactants [Br:1][C:2]1[CH:9]=[CH:8][C:5]([CH2:6]I)=[CH:4][CH:3]=1.[NH:10]1[CH2:15][CH2:14][O:13][CH2:12][CH2:11]1, predict the reaction product. (5) Given the reactants [C:1]([O:7][CH2:8]N1C2N=CN=C(C3C=NN(C(C4CCCC4)CC(N)=O)C=3)C=2C=C1)(=O)C(C)(C)C.CC([O-])(C)C.[K+].[NH2:39][C:40]1[C:45]([CH:46]=O)=[C:44]([Cl:48])[N:43]=[CH:42][N:41]=1, predict the reaction product. The product is: [Cl:48][C:44]1[N:43]=[CH:42][N:41]=[C:40]([NH2:39])[C:45]=1[CH:46]=[CH:1][O:7][CH3:8]. (6) Given the reactants Br[C:2]1[CH:3]=[C:4]([CH:16]=[O:17])[C:5]([N:8]2[CH2:13][C@@H:12]([CH3:14])[O:11][C@@H:10]([CH3:15])[CH2:9]2)=[N:6][CH:7]=1.[CH3:18][N:19]1[C:23](B2OC(C)(C)C(C)(C)O2)=[CH:22][CH:21]=[N:20]1, predict the reaction product. The product is: [CH3:15][C@H:10]1[O:11][C@@H:12]([CH3:14])[CH2:13][N:8]([C:5]2[C:4]([CH:16]=[O:17])=[CH:3][C:2]([C:23]3[N:19]([CH3:18])[N:20]=[CH:21][CH:22]=3)=[CH:7][N:6]=2)[CH2:9]1.